Dataset: Forward reaction prediction with 1.9M reactions from USPTO patents (1976-2016). Task: Predict the product of the given reaction. (1) The product is: [Br:18][C:19]1[CH:20]=[CH:21][C:22]([CH:25]=[C:9]([C:8](=[O:17])[C:3]2[CH:4]=[CH:5][CH:6]=[CH:7][C:2]=2[OH:1])[C:10]([O:12][C:13]([CH3:14])([CH3:16])[CH3:15])=[O:11])=[N:23][CH:24]=1. Given the reactants [OH:1][C:2]1[CH:7]=[CH:6][CH:5]=[CH:4][C:3]=1[C:8](=[O:17])[CH2:9][C:10]([O:12][C:13]([CH3:16])([CH3:15])[CH3:14])=[O:11].[Br:18][C:19]1[CH:20]=[CH:21][C:22]([CH:25]=O)=[N:23][CH:24]=1.N1CCCCC1.C(O)(=O)C, predict the reaction product. (2) Given the reactants [NH2:1][C:2]1[N:7]=[CH:6][N:5]=[C:4]([NH:8][C@H:9]([C:11]2[N:16]([C:17]3[CH:22]=[CH:21][CH:20]=[CH:19][CH:18]=3)[C:15](=[O:23])[C:14]3=[C:24]([CH3:27])[CH:25]=[CH:26][N:13]3[N:12]=2)[CH3:10])[C:3]=1I.[OH:29][C:30]1[CH:31]=[C:32]([NH:45][S:46]([C:49]2[CH:54]=[CH:53][C:52]([O:55][CH3:56])=[CH:51][CH:50]=2)(=[O:48])=[O:47])[CH:33]=[C:34](B2OC(C)(C)C(C)(C)O2)[CH:35]=1.C(=O)([O-])[O-].[Na+].[Na+], predict the reaction product. The product is: [NH2:1][C:2]1[C:3]([C:34]2[CH:33]=[C:32]([NH:45][S:46]([C:49]3[CH:54]=[CH:53][C:52]([O:55][CH3:56])=[CH:51][CH:50]=3)(=[O:48])=[O:47])[CH:31]=[C:30]([OH:29])[CH:35]=2)=[C:4]([NH:8][C@H:9]([C:11]2[N:16]([C:17]3[CH:22]=[CH:21][CH:20]=[CH:19][CH:18]=3)[C:15](=[O:23])[C:14]3=[C:24]([CH3:27])[CH:25]=[CH:26][N:13]3[N:12]=2)[CH3:10])[N:5]=[CH:6][N:7]=1. (3) The product is: [S:13]1[CH:17]=[CH:16][CH:15]=[C:14]1[S:18][C:2]1[CH:3]=[CH:4][C:5]2[C:6](=[O:12])[CH2:7][CH2:8][O:9][C:10]=2[CH:11]=1. Given the reactants Br[C:2]1[CH:11]=[C:10]2[C:5]([C:6](=[O:12])[CH2:7][CH2:8][O:9]2)=[CH:4][CH:3]=1.[S:13]1[CH:17]=[CH:16][CH:15]=[C:14]1[SH:18].C(=O)([O-])[O-].[K+].[K+], predict the reaction product. (4) Given the reactants Cl.CN(C)CCCN=C=NCC.CN1CCOCC1.O.ON1C2C=CC=CC=2N=N1.[F:31][C:32]([F:42])([F:41])[C:33]1[CH:34]=[CH:35][C:36]([NH:39][NH2:40])=[N:37][CH:38]=1.[Cl:43][C:44]1[C:52]([Cl:53])=[CH:51][CH:50]=[CH:49][C:45]=1[C:46](O)=[O:47], predict the reaction product. The product is: [F:42][C:32]([F:31])([F:41])[C:33]1[CH:34]=[CH:35][C:36]([N:39]([C:46](=[O:47])[C:45]2[CH:49]=[CH:50][CH:51]=[C:52]([Cl:53])[C:44]=2[Cl:43])[NH2:40])=[N:37][CH:38]=1. (5) Given the reactants [CH3:1][O:2][C:3]([C:5]1[C:10]([C:11]([CH3:13])=[CH2:12])=[N:9][C:8]([N:14]2[CH2:19][CH2:18][O:17][CH2:16][CH2:15]2)=[CH:7][N:6]=1)=[O:4], predict the reaction product. The product is: [CH3:1][O:2][C:3]([C:5]1[C:10]([CH:11]([CH3:13])[CH3:12])=[N:9][C:8]([N:14]2[CH2:19][CH2:18][O:17][CH2:16][CH2:15]2)=[CH:7][N:6]=1)=[O:4]. (6) The product is: [Cl:1][C:2]1[CH:7]=[CH:6][C:5]([CH:8]2[S:14][CH2:13][CH2:12][NH:11][C:10]3[N:16]([CH3:25])[N:17]=[C:18]([C:19]4[CH:24]=[CH:23][CH:22]=[CH:21][N:20]=4)[C:9]2=3)=[C:4]([CH3:26])[CH:3]=1. Given the reactants [Cl:1][C:2]1[CH:7]=[CH:6][C:5]([CH:8]2[S:14][CH2:13][C:12](=O)[NH:11][C:10]3[N:16]([CH3:25])[N:17]=[C:18]([C:19]4[CH:24]=[CH:23][CH:22]=[CH:21][N:20]=4)[C:9]2=3)=[C:4]([CH3:26])[CH:3]=1.B.C1COCC1.Cl.[OH-].[Na+], predict the reaction product.